Dataset: Full USPTO retrosynthesis dataset with 1.9M reactions from patents (1976-2016). Task: Predict the reactants needed to synthesize the given product. (1) Given the product [CH2:1]([O:8][C:9]([NH:11][C@H:12]([C:17]([NH:27][C@H:26]([C:25]([O:24][C:20]([CH3:22])([CH3:21])[CH3:23])=[O:32])[CH2:28][CH:29]([CH3:31])[CH3:30])=[O:19])[CH2:13][CH2:14][S:15][CH3:16])=[O:10])[C:2]1[CH:3]=[CH:4][CH:5]=[CH:6][CH:7]=1, predict the reactants needed to synthesize it. The reactants are: [CH2:1]([O:8][C:9]([NH:11][C@H:12]([C:17]([OH:19])=O)[CH2:13][CH2:14][S:15][CH3:16])=[O:10])[C:2]1[CH:7]=[CH:6][CH:5]=[CH:4][CH:3]=1.[C:20]([O:24][C:25](=[O:32])[C@H:26]([CH2:28][CH:29]([CH3:31])[CH3:30])[NH2:27])([CH3:23])([CH3:22])[CH3:21]. (2) Given the product [CH2:1]([O:8][N:9]1[C:14]2[N:15]=[C:16]([CH3:19])[N:17]=[CH:18][C:13]=2[C:12]([NH:20][CH2:21][C:22]2[CH:23]=[CH:24][C:25]([O:28][CH3:29])=[CH:26][CH:27]=2)=[CH:11][C:10]1=[O:35])[C:2]1[CH:7]=[CH:6][CH:5]=[CH:4][CH:3]=1, predict the reactants needed to synthesize it. The reactants are: [CH2:1]([O:8][N:9]1[C:14]2[N:15]=[C:16]([CH3:19])[N:17]=[CH:18][C:13]=2[C:12]([NH:20][CH2:21][C:22]2[CH:27]=[CH:26][C:25]([O:28][CH3:29])=[CH:24][CH:23]=2)=[C:11](C(OCC)=O)[C:10]1=[O:35])[C:2]1[CH:7]=[CH:6][CH:5]=[CH:4][CH:3]=1.[OH-].[Na+]. (3) Given the product [Br:6][C:7]1[CH:8]=[C:9]([CH2:15][CH2:16][NH2:17])[CH:10]=[C:11]([O:13][CH3:14])[CH:12]=1, predict the reactants needed to synthesize it. The reactants are: C1COCC1.[Br:6][C:7]1[CH:8]=[C:9]([CH2:15][C:16]#[N:17])[CH:10]=[C:11]([O:13][CH3:14])[CH:12]=1.Cl.[OH-].[Na+]. (4) The reactants are: Cl.[NH2:2][C@H:3]([NH:6][C:7](=[O:34])[C:8]1[CH:13]=[CH:12][C:11](/[CH:14]=[CH:15]/[CH:16]([C:21]2[CH:26]=[C:25]([Cl:27])[C:24]([Cl:28])=[C:23]([Cl:29])[CH:22]=2)[C:17]([F:20])([F:19])[F:18])=[CH:10][C:9]=1[C:30]([F:33])([F:32])[F:31])[CH2:4][CH3:5].[F:35][C:36]([F:43])([F:42])[CH2:37][CH2:38][C:39](Cl)=[O:40]. Given the product [F:19][C:17]([F:20])([F:18])[CH:16]([C:21]1[CH:26]=[C:25]([Cl:27])[C:24]([Cl:28])=[C:23]([Cl:29])[CH:22]=1)/[CH:15]=[CH:14]/[C:11]1[CH:12]=[CH:13][C:8]([C:7]([NH:6][C@@H:3]([NH:2][C:39](=[O:40])[CH2:38][CH2:37][C:36]([F:43])([F:42])[F:35])[CH2:4][CH3:5])=[O:34])=[C:9]([C:30]([F:33])([F:32])[F:31])[CH:10]=1, predict the reactants needed to synthesize it. (5) Given the product [CH2:1]([O:8][C:9]1[N:14]=[C:13]([C:15]([C:16]2[CH:17]=[C:18]([CH:21]=[C:22]([CH3:24])[CH:23]=2)[C:19]#[N:20])=[O:43])[C:12]([CH2:27][CH3:28])=[C:11]([O:29][CH2:30][C:31]2[CH:36]=[CH:35][CH:34]=[CH:33][CH:32]=2)[N:10]=1)[C:2]1[CH:7]=[CH:6][CH:5]=[CH:4][CH:3]=1, predict the reactants needed to synthesize it. The reactants are: [CH2:1]([O:8][C:9]1[N:14]=[C:13]([CH:15](C#N)[C:16]2[CH:17]=[C:18]([CH:21]=[C:22]([CH3:24])[CH:23]=2)[C:19]#[N:20])[C:12]([CH2:27][CH3:28])=[C:11]([O:29][CH2:30][C:31]2[CH:36]=[CH:35][CH:34]=[CH:33][CH:32]=2)[N:10]=1)[C:2]1[CH:7]=[CH:6][CH:5]=[CH:4][CH:3]=1.[H-].[Na+].CN(C=[O:43])C. (6) Given the product [NH2:95][C:90]1[C:89]2[C:93](=[C:85]([C:84]3[C:79]([C@@H:69]([NH:68][C:58](=[O:60])[CH2:57][N:55]4[C:54]5[C:61]([F:65])([F:66])[C@@H:62]6[CH2:64][C@@H:63]6[C:53]=5[C:52]([CH:51]([F:50])[F:67])=[N:56]4)[CH2:70][C:71]4[CH:76]=[C:75]([F:77])[CH:74]=[C:73]([F:78])[CH:72]=4)=[N:80][C:81]([C:97]#[C:98][C:99]([CH3:102])([CH3:101])[CH3:100])=[CH:82][CH:83]=3)[CH:86]=[CH:87][C:88]=2[Cl:96])[N:92]([CH3:94])[N:91]=1, predict the reactants needed to synthesize it. The reactants are: NC1C2C(=C(C3C([C@@H](NC(=O)CN4C5C(F)(F)CCC(F)(F)C=5C(C(F)F)=N4)CC4C=C(F)C=C(F)C=4)=NC(SC)=NC=3)C=CC=2)N(C)N=1.[F:50][CH:51]([F:67])[C:52]1[C:53]2[C@H:63]3[CH2:64][C@H:62]3[C:61]([F:66])([F:65])[C:54]=2[N:55]([CH2:57][C:58]([OH:60])=O)[N:56]=1.[NH2:68][C@H:69]([C:79]1[C:84]([C:85]2[CH:86]=[CH:87][C:88]([Cl:96])=[C:89]3[C:93]=2[N:92]([CH3:94])[N:91]=[C:90]3[NH2:95])=[CH:83][CH:82]=[C:81]([C:97]#[C:98][C:99]([CH3:102])([CH3:101])[CH3:100])[N:80]=1)[CH2:70][C:71]1[CH:76]=[C:75]([F:77])[CH:74]=[C:73]([F:78])[CH:72]=1. (7) Given the product [CH3:1][C:2]1([CH3:31])[NH:7][C:6](=[O:8])[C:5]2[S:9][C:10]([N:12]3[C:17]4[CH:18]=[C:19]([C:39]5[CH:44]=[N:43][CH:42]=[CH:41][N:40]=5)[CH:20]=[CH:21][C:16]=4[O:15][CH2:14][CH2:13]3)=[N:11][C:4]=2[CH2:3]1, predict the reactants needed to synthesize it. The reactants are: [CH3:1][C:2]1([CH3:31])[NH:7][C:6](=[O:8])[C:5]2[S:9][C:10]([N:12]3[C:17]4[CH:18]=[C:19](B5OC(C)(C)C(C)(C)O5)[CH:20]=[CH:21][C:16]=4[O:15][CH2:14][CH2:13]3)=[N:11][C:4]=2[CH2:3]1.C(=O)([O-])[O-].[Na+].[Na+].I[C:39]1[CH:44]=[N:43][CH:42]=[CH:41][N:40]=1. (8) Given the product [CH3:2][C:1]1([CH3:3])[O:9][C:8]([C:10]2[CH:15]=[CH:14][N:13]=[C:12]([C:16]#[N:17])[CH:11]=2)=[CH:7][C:6](=[O:18])[O:5]1, predict the reactants needed to synthesize it. The reactants are: [C:1]([O:5][C:6](=[O:18])[CH2:7][C:8]([C:10]1[CH:15]=[CH:14][N:13]=[C:12]([C:16]#[N:17])[CH:11]=1)=[O:9])(C)([CH3:3])[CH3:2].C(OC(C(F)(F)F)=O)(C(F)(F)F)=O.